Dataset: Reaction yield outcomes from USPTO patents with 853,638 reactions. Task: Predict the reaction yield, written as a fraction of the theoretical maximum amount of product (1.0 means a 100% yield; for example, 0.34 means a 34% yield). (1) The reactants are ClC1N=C(NNCC#C)N=C(NNCCC)N=1.[CH2:18]([NH2:22])[CH2:19][CH2:20][CH3:21].CN(C)[C:25]1[N:30]=[C:29]([NH:31][CH2:32][CH2:33][CH3:34])[N:28]=[C:27]([NH:35][CH2:36][C:37]#[CH:38])[N:26]=1. No catalyst specified. The product is [CH2:18]([NH:22][C:25]1[N:26]=[C:27]([NH:35][CH2:36][CH2:37][CH3:38])[N:28]=[C:29]([NH:31][CH2:32][C:33]#[CH:34])[N:30]=1)[CH2:19][CH2:20][CH3:21]. The yield is 0.810. (2) The reactants are [NH2:1][C:2]1[C:9](Br)=[CH:8][C:7]([N+:11]([O-:13])=[O:12])=[CH:6][C:3]=1[C:4]#[N:5].[CH3:14][C:15]([CH3:19])([CH3:18])[C:16]#[CH:17]. The catalyst is CCN(CC)CC.[Cu]I.Cl[Pd](Cl)([P](C1C=CC=CC=1)(C1C=CC=CC=1)C1C=CC=CC=1)[P](C1C=CC=CC=1)(C1C=CC=CC=1)C1C=CC=CC=1. The product is [NH2:1][C:2]1[C:9]([C:17]#[C:16][C:15]([CH3:19])([CH3:18])[CH3:14])=[CH:8][C:7]([N+:11]([O-:13])=[O:12])=[CH:6][C:3]=1[C:4]#[N:5]. The yield is 0.710. (3) The reactants are C[O:2][C:3](=[O:37])[CH2:4][C@H:5]1[CH2:10][C@@H:9](/[CH:11]=[CH:12]/[C:13]2[C:14]([C:28]3[CH:33]=[CH:32][C:31]([F:34])=[CH:30][CH:29]=3)=[N:15][C:16]([N:22]([CH3:27])[S:23]([CH3:26])(=[O:25])=[O:24])=[N:17][C:18]=2[CH:19]([CH3:21])[CH3:20])[O:8]C(C)(C)[O:6]1.Cl.[OH-].[Na+].C(OCC)(=O)C. The catalyst is C(#N)C.O. The product is [CH3:21][CH:19]([C:18]1[N:17]=[C:16]([N:22]([S:23]([CH3:26])(=[O:24])=[O:25])[CH3:27])[N:15]=[C:14]([C:28]2[CH:29]=[CH:30][C:31]([F:34])=[CH:32][CH:33]=2)[C:13]=1/[CH:12]=[CH:11]/[C@@H:9]([OH:8])[CH2:10][C@@H:5]([OH:6])[CH2:4][C:3]([OH:37])=[O:2])[CH3:20]. The yield is 0.810. (4) The reactants are [Br:1][C:2]1[CH:10]=[C:9]2[C:5]([CH:6]=[C:7]([C:11]([N:13]3[CH2:18][CH2:17][N:16]([S:19]([N:22]4[CH2:27][CH2:26][CH2:25][CH2:24][CH2:23]4)(=[O:21])=[O:20])[CH2:15][CH2:14]3)=[O:12])[NH:8]2)=[CH:4][C:3]=1[O:28][CH:29]1[CH2:34][CH2:33][N:32]([CH:35]([CH3:37])[CH3:36])[CH2:31][CH2:30]1.C(=O)([O-])[O-].[Cs+].[Cs+].CS(O[CH:49]([CH3:51])[CH3:50])(=O)=O.C(=O)(O)[O-].[Na+]. The catalyst is C(#N)C. The product is [Br:1][C:2]1[CH:10]=[C:9]2[C:5]([CH:6]=[C:7]([C:11]([N:13]3[CH2:14][CH2:15][N:16]([S:19]([N:22]4[CH2:23][CH2:24][CH2:25][CH2:26][CH2:27]4)(=[O:21])=[O:20])[CH2:17][CH2:18]3)=[O:12])[N:8]2[CH:49]([CH3:51])[CH3:50])=[CH:4][C:3]=1[O:28][CH:29]1[CH2:30][CH2:31][N:32]([CH:35]([CH3:37])[CH3:36])[CH2:33][CH2:34]1. The yield is 0.560.